Dataset: Reaction yield outcomes from USPTO patents with 853,638 reactions. Task: Predict the reaction yield, written as a fraction of the theoretical maximum amount of product (1.0 means a 100% yield; for example, 0.34 means a 34% yield). (1) The reactants are [C:1]1([C@H:7]2[C:16]3[C:11](=[CH:12][CH:13]=[CH:14][CH:15]=3)[CH2:10][CH2:9][NH:8]2)[CH:6]=[CH:5][CH:4]=[CH:3][CH:2]=1.Cl[C:18]([O:20][CH2:21][CH3:22])=[O:19]. The catalyst is CC(C)=O. The product is [C:1]1([C@H:7]2[C:16]3[C:11](=[CH:12][CH:13]=[CH:14][CH:15]=3)[CH2:10][CH2:9][N:8]2[C:18]([O:20][CH2:21][CH3:22])=[O:19])[CH:2]=[CH:3][CH:4]=[CH:5][CH:6]=1. The yield is -0.890. (2) The reactants are [N+:1]1([O-:14])[CH:2]=[CH:3][CH:4]=[C:5]2[C:13]3[C:8](=[CH:9][CH:10]=[CH:11][CH:12]=3)[NH:7][C:6]=12.[CH3:15][O:16]C1C=C2C(C3C=CC=NC=3N2)=CC=1.OO. The catalyst is CC(O)=O. The product is [CH3:15][O:16][C:10]1[CH:9]=[C:8]2[C:13]([C:5]3[C:6](=[N+:1]([O-:14])[CH:2]=[CH:3][CH:4]=3)[NH:7]2)=[CH:12][CH:11]=1. The yield is 0.250.